Predict the reactants needed to synthesize the given product. From a dataset of Full USPTO retrosynthesis dataset with 1.9M reactions from patents (1976-2016). (1) Given the product [C:50]([S:52][CH2:42][CH2:41][NH:40][C:35]1[N:34]=[C:33]([C:44]2[CH:45]=[CH:46][CH:47]=[CH:48][CH:49]=2)[C:32]2[C:37](=[CH:38][CH:39]=[C:30]([Cl:29])[CH:31]=2)[N:36]=1)(=[O:53])[CH3:51], predict the reactants needed to synthesize it. The reactants are: C1(P(C2C=CC=CC=2)C2C=CC=CC=2)C=CC=CC=1.C(N=C=NC(C)C)(C)C.[Cl:29][C:30]1[CH:31]=[C:32]2[C:37](=[CH:38][CH:39]=1)[N:36]=[C:35]([NH:40][CH2:41][CH2:42]O)[N:34]=[C:33]2[C:44]1[CH:49]=[CH:48][CH:47]=[CH:46][CH:45]=1.[C:50]([OH:53])(=[S:52])[CH3:51].C(=O)(O)[O-].[Na+]. (2) Given the product [C:16]1([C:4]2[CH2:5][NH:6][CH2:7][CH2:8][C:3]=2[CH2:2][OH:1])[CH:17]=[CH:18][CH:19]=[CH:20][CH:21]=1.[ClH:22], predict the reactants needed to synthesize it. The reactants are: [OH:1][CH2:2][C:3]1[CH2:8][CH2:7][N:6](C(OC(C)(C)C)=O)[CH2:5][C:4]=1[C:16]1[CH:21]=[CH:20][CH:19]=[CH:18][CH:17]=1.[ClH:22]. (3) Given the product [F:10][C:7]([F:8])([F:9])[C:6]([NH:14][C:15]1[C:24]([C:25]([OH:27])=[O:26])=[C:23]2[C:18]([CH:19]3[CH2:28][CH:20]3[CH2:21][O:22]2)=[CH:17][CH:16]=1)=[O:11], predict the reactants needed to synthesize it. The reactants are: [F:8][C:7]([F:10])([F:9])[C:6](O[C:6](=[O:11])[C:7]([F:10])([F:9])[F:8])=[O:11].[NH2:14][C:15]1[C:24]([C:25]([OH:27])=[O:26])=[C:23]2[C:18]([CH:19]3[CH2:28][CH:20]3[CH2:21][O:22]2)=[CH:17][CH:16]=1.C(N(CC)CC)C.O. (4) Given the product [C:49]([O:36][C:35](=[O:34])[NH:60][CH:58]([C:57]1[N:6]([C:7]2[CH:8]=[CH:9][C:10]([O:13][CH2:14][CH3:15])=[CH:11][CH:12]=2)[C:4]2[CH:19]=[CH:18][CH:17]=[CH:16][C:3]=2[N:62]=1)[CH3:59])([CH3:50])([CH3:64])[CH3:48], predict the reactants needed to synthesize it. The reactants are: NC1[CH:19]=[CH:18][CH:17]=[CH:16][C:3]=1[C:4]([NH:6][C:7]1[CH:12]=[CH:11][C:10]([O:13][CH2:14][CH3:15])=[CH:9][CH:8]=1)=O.C1C2C(C[O:34][C:35](N[C@@H](C(O)=O)C)=[O:36])C3C(=CC=CC=3)C=2C=CC=1.CCN=C=N[CH2:48][CH2:49][CH2:50]N(C)C.C1C=C[C:57]2[N:62](O)N=[N:60][C:58]=2[CH:59]=1.[CH2:64](Cl)Cl.